From a dataset of Reaction yield outcomes from USPTO patents with 853,638 reactions. Predict the reaction yield, written as a fraction of the theoretical maximum amount of product (1.0 means a 100% yield; for example, 0.34 means a 34% yield). (1) The reactants are Cl.[CH3:2][S:3]([CH:6]1[CH2:11][CH2:10][C:9]([C:12]2[S:16][C:15]3[CH:17]=[C:18]([O:21]C)[CH:19]=[CH:20][C:14]=3[C:13]=2[O:23][C:24]2[CH:38]=[CH:37][C:27]([O:28][CH2:29][CH2:30][N:31]3[CH2:36][CH2:35][CH2:34][CH2:33][CH2:32]3)=[CH:26][CH:25]=2)=[CH:8][CH2:7]1)(=[O:5])=[O:4].B(Br)(Br)Br. The catalyst is C(Cl)Cl.CC(CC)=C. The product is [CH3:2][S:3]([CH:6]1[CH2:11][CH2:10][C:9]([C:12]2[S:16][C:15]3[CH:17]=[C:18]([OH:21])[CH:19]=[CH:20][C:14]=3[C:13]=2[O:23][C:24]2[CH:25]=[CH:26][C:27]([O:28][CH2:29][CH2:30][N:31]3[CH2:36][CH2:35][CH2:34][CH2:33][CH2:32]3)=[CH:37][CH:38]=2)=[CH:8][CH2:7]1)(=[O:4])=[O:5]. The yield is 0.420. (2) The reactants are [C:1]([OH:7])(=[O:6])[CH2:2][CH2:3][C:4]#[CH:5].O[N:9]1[C:13](=[O:14])[CH2:12][CH2:11][C:10]1=[O:15].Cl.C(N=C=NCCCN(C)C)C. The catalyst is C(Cl)Cl. The product is [O:15]=[C:10]1[CH2:11][CH2:12][C:13](=[O:14])[N:9]1[O:6][C:1](=[O:7])[C:2]#[C:3][CH2:4][CH3:5]. The yield is 0.850. (3) The reactants are [H-].[Al+3].[Li+].[H-].[H-].[H-].[Cl-].[Al+3].[Cl-].[Cl-].[CH3:11][N:12]([CH3:47])[C:13]1[CH:18]=[CH:17][C:16]([C:19]2[C:24]3[C:25](=O)[C:26]([CH3:29])([CH3:28])[O:27][C:23]=3[C:22]([CH3:31])=[C:21]([CH3:32])[C:20]=2[N:33]2[CH2:38][CH2:37][N:36]([C:39]3[CH:44]=[CH:43][C:42]([O:45][CH3:46])=[CH:41][CH:40]=3)[CH2:35][CH2:34]2)=[CH:15][CH:14]=1.[OH-].[Na+]. The catalyst is O.C1COCC1. The product is [CH3:46][O:45][C:42]1[CH:41]=[CH:40][C:39]([N:36]2[CH2:35][CH2:34][N:33]([C:20]3[C:21]([CH3:32])=[C:22]([CH3:31])[C:23]4[O:27][C:26]([CH3:29])([CH3:28])[CH2:25][C:24]=4[C:19]=3[C:16]3[CH:15]=[CH:14][C:13]([N:12]([CH3:11])[CH3:47])=[CH:18][CH:17]=3)[CH2:38][CH2:37]2)=[CH:44][CH:43]=1. The yield is 0.690. (4) The reactants are [C:1]12([CH2:11][O:12][C:13]3[C:21]([Cl:22])=[CH:20][C:16]([C:17]([OH:19])=[O:18])=[CH:15][N:14]=3)[CH2:10][CH:5]3[CH2:6][CH:7]([CH2:9][CH:3]([CH2:4]3)[CH2:2]1)[CH2:8]2.[CH3:23]N(C)CCCN=C=NCC.C(N(CC)CC)C.CO. The catalyst is C(Cl)Cl. The product is [C:1]12([CH2:11][O:12][C:13]3[C:21]([Cl:22])=[CH:20][C:16]([C:17]([O:19][CH3:23])=[O:18])=[CH:15][N:14]=3)[CH2:8][CH:7]3[CH2:6][CH:5]([CH2:4][CH:3]([CH2:9]3)[CH2:2]1)[CH2:10]2. The yield is 0.430.